Task: Predict the reaction yield, written as a fraction of the theoretical maximum amount of product (1.0 means a 100% yield; for example, 0.34 means a 34% yield).. Dataset: Reaction yield outcomes from USPTO patents with 853,638 reactions (1) The reactants are CC(OI1(OC(C)=O)(OC(C)=O)OC(=O)C2C=CC=CC1=2)=O.[C:23]([O:27][C:28](=[O:40])[NH:29][C:30]1[O:34][N:33]=[C:32]([C:35]([CH3:39])([CH3:38])[CH2:36][OH:37])[CH:31]=1)([CH3:26])([CH3:25])[CH3:24]. The catalyst is C(Cl)Cl. The product is [C:23]([O:27][C:28](=[O:40])[NH:29][C:30]1[O:34][N:33]=[C:32]([C:35]([CH3:39])([CH3:38])[CH:36]=[O:37])[CH:31]=1)([CH3:26])([CH3:24])[CH3:25]. The yield is 0.983. (2) The reactants are Br[CH2:2][C:3]1[C:14](=[O:15])[N:13]([CH:16]2[CH2:20][CH2:19][CH2:18][CH2:17]2)[C:6]2[N:7]=[C:8]([S:11][CH3:12])[N:9]=[CH:10][C:5]=2[CH:4]=1.[C:21]([OH:24])(=[O:23])[CH3:22]. The catalyst is C([O-])(=O)C.[Ag+]. The product is [CH:16]1([N:13]2[C:6]3[N:7]=[C:8]([S:11][CH3:12])[N:9]=[CH:10][C:5]=3[CH:4]=[C:3]([CH2:2][O:24][C:21](=[O:23])[CH3:22])[C:14]2=[O:15])[CH2:20][CH2:19][CH2:18][CH2:17]1. The yield is 0.710. (3) The reactants are [CH3:1][O:2][C:3]([C:5]1[S:6][C:7]([C:26]2[CH2:31][CH2:30][CH2:29][CH2:28][CH:27]=2)=[CH:8][C:9]=1[N:10]([C:17]([C@H:19]1[CH2:24][CH2:23][C@H:22]([CH3:25])[CH2:21][CH2:20]1)=[O:18])[CH:11]1[CH2:16][CH2:15][NH:14][CH2:13][CH2:12]1)=[O:4].I[CH2:33][CH:34]([F:36])[F:35].[H-].[Na+]. The catalyst is CN(C=O)C. The product is [CH3:1][O:2][C:3]([C:5]1[S:6][C:7]([C:26]2[CH2:31][CH2:30][CH2:29][CH2:28][CH:27]=2)=[CH:8][C:9]=1[N:10]([CH:11]1[CH2:16][CH2:15][N:14]([CH2:33][CH:34]([F:36])[F:35])[CH2:13][CH2:12]1)[C:17]([C@H:19]1[CH2:24][CH2:23][C@H:22]([CH3:25])[CH2:21][CH2:20]1)=[O:18])=[O:4]. The yield is 0.380. (4) The reactants are [OH:1][C@H:2]1[CH2:6][N:5]([C:7]([O:9][C:10]([CH3:13])([CH3:12])[CH3:11])=[O:8])[C@H:4]([C:14]([O:16][CH3:17])=[O:15])[CH2:3]1.O[N:19]1C(=O)C2C(=CC=CC=2)C1=O.C1(P(C2C=CC=CC=2)C2C=CC=CC=2)C=CC=CC=1.CC(OC(/N=N/C(OC(C)C)=O)=O)C.N#N.O.NN. The catalyst is C(Cl)Cl. The product is [NH2:19][O:1][C@H:2]1[CH2:6][N:5]([C:7]([O:9][C:10]([CH3:11])([CH3:12])[CH3:13])=[O:8])[C@H:4]([C:14]([O:16][CH3:17])=[O:15])[CH2:3]1. The yield is 0.530.